From a dataset of Full USPTO retrosynthesis dataset with 1.9M reactions from patents (1976-2016). Predict the reactants needed to synthesize the given product. (1) The reactants are: [Cl:1][C:2]1[C:14]2[C:13]3[C:8](=[CH:9][CH:10]=[CH:11][CH:12]=3)[C@@:7]([C:16]([F:19])([F:18])[F:17])([OH:15])[C:6]=2[CH:5]=[C:4]([O:20][CH2:21][C@H:22]2[CH2:24][O:23]2)[CH:3]=1.C([BH-](CC)CC)C.[Li+].O1CCCC1.[Cl-].[NH4+]. Given the product [Cl:1][C:2]1[C:14]2[C:13]3[C:8](=[CH:9][CH:10]=[CH:11][CH:12]=3)[C@@:7]([C:16]([F:19])([F:18])[F:17])([OH:15])[C:6]=2[CH:5]=[C:4]([O:20][CH2:21][C@H:22]([OH:23])[CH3:24])[CH:3]=1, predict the reactants needed to synthesize it. (2) Given the product [CH:17]1([C:20]2[C:21]([N:29]3[CH2:30][CH2:31][N:32]([C:35]([C:37]4[CH:42]=[CH:41][C:40]([N:11]5[C@H:10]([CH2:9][OH:8])[CH2:14][CH2:13][S:12]5(=[O:15])=[O:16])=[CH:39][C:38]=4[F:44])=[O:36])[CH2:33][CH2:34]3)=[N:22][CH:23]=[C:24]([CH:26]3[CH2:28][CH2:27]3)[CH:25]=2)[CH2:18][CH2:19]1, predict the reactants needed to synthesize it. The reactants are: C([O:8][CH2:9][C@@H:10]1[CH2:14][CH2:13][S:12](=[O:16])(=[O:15])[NH:11]1)C1C=CC=CC=1.[CH:17]1([C:20]2[C:21]([N:29]3[CH2:34][CH2:33][N:32]([C:35]([C:37]4[CH:42]=[CH:41][C:40](I)=[CH:39][C:38]=4[F:44])=[O:36])[CH2:31][CH2:30]3)=[N:22][CH:23]=[C:24]([CH:26]3[CH2:28][CH2:27]3)[CH:25]=2)[CH2:19][CH2:18]1.